Dataset: Reaction yield outcomes from USPTO patents with 853,638 reactions. Task: Predict the reaction yield, written as a fraction of the theoretical maximum amount of product (1.0 means a 100% yield; for example, 0.34 means a 34% yield). (1) The reactants are [CH3:1][O:2][C:3]1[CH:31]=[CH:30][C:6]2[N:7]=[C:8]([N:10]3[C:14](=[O:15])[C:13](=[CH:16][N:17](C)C)[C:12]([C:20]4[CH:25]=[CH:24][CH:23]=[C:22]([C:26]([F:29])([F:28])[F:27])[CH:21]=4)=[N:11]3)[S:9][C:5]=2[CH:4]=1. The product is [NH2:17][CH:16]=[C:13]1[C:12]([C:20]2[CH:25]=[CH:24][CH:23]=[C:22]([C:26]([F:29])([F:27])[F:28])[CH:21]=2)=[N:11][N:10]([C:8]2[S:9][C:5]3[CH:4]=[C:3]([O:2][CH3:1])[CH:31]=[CH:30][C:6]=3[N:7]=2)[C:14]1=[O:15]. The yield is 0.920. The catalyst is N.CO. (2) The reactants are [C:1]1([C:10]2[CH:15]=[CH:14][CH:13]=[CH:12][CH:11]=2)[CH:6]=[CH:5][CH:4]=[CH:3][C:2]=1B(O)O.Br[C:17]1[C:22]([CH3:23])=[CH:21][C:20]([CH3:24])=[CH:19][C:18]=1[CH3:25].P([O-])([O-])([O-])=O.[K+].[K+].[K+]. The catalyst is C1C=CC(/C=C/C(/C=C/C2C=CC=CC=2)=O)=CC=1.C1C=CC(/C=C/C(/C=C/C2C=CC=CC=2)=O)=CC=1.C1C=CC(/C=C/C(/C=C/C2C=CC=CC=2)=O)=CC=1.[Pd].[Pd].C(P1C2C(C3C(OC)=CC=CC=3OC)=CC=CC=2OC1)(C)(C)C.C1(C)C=CC=CC=1. The product is [C:10]1([C:1]2[CH:6]=[CH:5][CH:4]=[CH:3][C:2]=2[C:17]2[C:22]([CH3:23])=[CH:21][C:20]([CH3:24])=[CH:19][C:18]=2[CH3:25])[CH:15]=[CH:14][CH:13]=[CH:12][CH:11]=1. The yield is 0.950.